The task is: Regression. Given a peptide amino acid sequence and an MHC pseudo amino acid sequence, predict their binding affinity value. This is MHC class I binding data.. This data is from Peptide-MHC class I binding affinity with 185,985 pairs from IEDB/IMGT. (1) The peptide sequence is ESLFRAVITK. The MHC is HLA-A68:01 with pseudo-sequence HLA-A68:01. The binding affinity (normalized) is 0.306. (2) The peptide sequence is VYFVLTDRF. The MHC is HLA-B15:01 with pseudo-sequence HLA-B15:01. The binding affinity (normalized) is 0.0847. (3) The peptide sequence is YSHGTGTGY. The MHC is HLA-B15:01 with pseudo-sequence HLA-B15:01. The binding affinity (normalized) is 0.575. (4) The peptide sequence is FIFLKKNEL. The MHC is HLA-A32:01 with pseudo-sequence HLA-A32:01. The binding affinity (normalized) is 0.126. (5) The peptide sequence is QTEPKTSVV. The MHC is HLA-A23:01 with pseudo-sequence HLA-A23:01. The binding affinity (normalized) is 0.0847.